Dataset: Catalyst prediction with 721,799 reactions and 888 catalyst types from USPTO. Task: Predict which catalyst facilitates the given reaction. (1) Reactant: [C:1]([C:5]1[CH:10]=[CH:9][C:8]([C:11]([C:13]2[NH:14][CH:15]=[CH:16][CH:17]=2)=[O:12])=[CH:7][CH:6]=1)([CH3:4])([CH3:3])[CH3:2].Br[CH2:19][CH2:20][NH:21][C:22](=[O:28])[O:23][C:24]([CH3:27])([CH3:26])[CH3:25].C([O-])([O-])=O.[Cs+].[Cs+]. Product: [C:1]([C:5]1[CH:10]=[CH:9][C:8]([C:11]([C:13]2[N:14]([CH2:19][CH2:20][NH:21][C:22](=[O:28])[O:23][C:24]([CH3:27])([CH3:26])[CH3:25])[CH:15]=[CH:16][CH:17]=2)=[O:12])=[CH:7][CH:6]=1)([CH3:4])([CH3:2])[CH3:3]. The catalyst class is: 18. (2) Reactant: [CH2:1](Br)[CH:2]=[CH2:3].[OH:5][C:6]1[CH:13]=[CH:12][C:9]([CH:10]=[O:11])=[CH:8][CH:7]=1.C([O-])([O-])=O.[K+].[K+]. Product: [CH2:1]([O:5][C:6]1[CH:13]=[CH:12][C:9]([CH:10]=[O:11])=[CH:8][CH:7]=1)[CH:2]=[CH2:3]. The catalyst class is: 21. (3) Reactant: [N+:1]([C:4]1[CH:5]=[C:6]2[C:10](=[CH:11][CH:12]=1)[NH:9][C:8]([C:13]([O:15]CC)=[O:14])=[CH:7]2)([O-:3])=[O:2].[OH-].[Li+]. Product: [N+:1]([C:4]1[CH:5]=[C:6]2[C:10](=[CH:11][CH:12]=1)[NH:9][C:8]([C:13]([OH:15])=[O:14])=[CH:7]2)([O-:3])=[O:2]. The catalyst class is: 92. (4) Reactant: [F:1][C:2]1[CH:7]=[CH:6][C:5]([C:8]([F:11])([F:10])[F:9])=[CH:4][C:3]=1[OH:12].C(N(C(C)C)CC)(C)C.[CH3:22][O:23][CH2:24]Cl.O. Product: [F:1][C:2]1[CH:7]=[CH:6][C:5]([C:8]([F:10])([F:11])[F:9])=[CH:4][C:3]=1[O:12][CH2:22][O:23][CH3:24]. The catalyst class is: 4. (5) Reactant: [CH2:1]([OH:6])[CH2:2][CH2:3][CH2:4][OH:5].[H-].[Na+].[CH2:9]([O:11][CH:12]([O:15][CH2:16][CH3:17])[CH2:13]Br)[CH3:10]. Product: [CH2:9]([O:11][CH:12]([O:15][CH2:16][CH3:17])[CH2:13][O:5][CH2:4][CH2:3][CH2:2][CH2:1][OH:6])[CH3:10]. The catalyst class is: 9.